Task: Predict the product of the given reaction.. Dataset: Forward reaction prediction with 1.9M reactions from USPTO patents (1976-2016) (1) Given the reactants [F:1][C:2]1[CH:30]=[CH:29][CH:28]=[CH:27][C:3]=1[CH2:4][N:5]1[C:9](=[O:10])[CH2:8][CH2:7][C@@H:6]1[C:11]([NH:13][CH:14]([CH2:20][C:21]1[CH:26]=[CH:25][CH:24]=[CH:23][CH:22]=1)[CH:15]([OH:19])[C:16]([OH:18])=O)=[O:12].[CH:31]1([NH2:34])[CH2:33][CH2:32]1.CN(C(ON1N=NC2C=CC=NC1=2)=[N+](C)C)C.F[P-](F)(F)(F)(F)F.CCN(C(C)C)C(C)C, predict the reaction product. The product is: [CH:31]1([NH:34][C:16](=[O:18])[CH:15]([OH:19])[CH:14]([NH:13][C:11]([C@H:6]2[CH2:7][CH2:8][C:9](=[O:10])[N:5]2[CH2:4][C:3]2[CH:27]=[CH:28][CH:29]=[CH:30][C:2]=2[F:1])=[O:12])[CH2:20][C:21]2[CH:22]=[CH:23][CH:24]=[CH:25][CH:26]=2)[CH2:33][CH2:32]1. (2) Given the reactants [Br:1]Br.[F:3][C:4]1[CH:5]=[C:6]2[C:10](=[CH:11][CH:12]=1)[C:9](=[O:13])[CH2:8][CH2:7]2, predict the reaction product. The product is: [Br:1][CH:8]1[CH2:7][C:6]2[C:10](=[CH:11][CH:12]=[C:4]([F:3])[CH:5]=2)[C:9]1=[O:13]. (3) Given the reactants [Br:1][C:2]1[CH:31]=[CH:30][C:5]2[C:6]([C:9]3[CH:14]=[CH:13][CH:12]=[CH:11][C:10]=3[C@@H:15]([NH:23][S@](C(C)(C)C)=O)[CH2:16][C:17]3[CH:22]=[CH:21][CH:20]=[CH:19][N:18]=3)=[N:7][O:8][C:4]=2[CH:3]=1.Cl, predict the reaction product. The product is: [Br:1][C:2]1[CH:31]=[CH:30][C:5]2[C:6]([C:9]3[CH:14]=[CH:13][CH:12]=[CH:11][C:10]=3[C@@H:15]([NH2:23])[CH2:16][C:17]3[CH:22]=[CH:21][CH:20]=[CH:19][N:18]=3)=[N:7][O:8][C:4]=2[CH:3]=1. (4) The product is: [CH3:39][O:40][C:41]1[CH:42]=[CH:43][C:44]([S:47]([N:16]([C:13]2[CH:12]=[CH:11][C:10]([CH:9]=[CH:8][C:7]([N:1]3[CH2:6][CH2:5][O:4][CH2:3][CH2:2]3)=[O:31])=[CH:15][CH:14]=2)[CH2:17][C:18]2[CH:23]=[CH:22][C:21]([O:24][CH:25]3[CH2:30][CH2:29][CH2:28][CH2:27][O:26]3)=[CH:20][CH:19]=2)(=[O:49])=[O:48])=[CH:45][CH:46]=1. Given the reactants [N:1]1([C:7](=[O:31])[CH:8]=[CH:9][C:10]2[CH:15]=[CH:14][C:13]([NH:16][CH2:17][C:18]3[CH:23]=[CH:22][C:21]([O:24][CH:25]4[CH2:30][CH2:29][CH2:28][CH2:27][O:26]4)=[CH:20][CH:19]=3)=[CH:12][CH:11]=2)[CH2:6][CH2:5][O:4][CH2:3][CH2:2]1.C(N(CC)CC)C.[CH3:39][O:40][C:41]1[CH:46]=[CH:45][C:44]([S:47](Cl)(=[O:49])=[O:48])=[CH:43][CH:42]=1.O, predict the reaction product. (5) Given the reactants [Cl:1][C:2]1[CH:7]=[CH:6][C:5]([CH:8]([C:10]2[CH:15]=[CH:14][C:13]([Cl:16])=[CH:12][CH:11]=2)O)=[CH:4][CH:3]=1.B(Br)(Br)[Br:18].O, predict the reaction product. The product is: [Br:18][CH:8]([C:10]1[CH:15]=[CH:14][C:13]([Cl:16])=[CH:12][CH:11]=1)[C:5]1[CH:6]=[CH:7][C:2]([Cl:1])=[CH:3][CH:4]=1.